Dataset: Full USPTO retrosynthesis dataset with 1.9M reactions from patents (1976-2016). Task: Predict the reactants needed to synthesize the given product. (1) Given the product [Br:18][C:14]1[C:15]([CH3:17])=[CH:16][C:2]([OH:1])=[C:3]([CH:13]=1)[O:4][C:5]1[CH:12]=[CH:11][CH:10]=[CH:9][C:6]=1[C:7]#[N:8], predict the reactants needed to synthesize it. The reactants are: [OH:1][C:2]1[CH:16]=[C:15]([CH3:17])[CH:14]=[CH:13][C:3]=1[O:4][C:5]1[CH:12]=[CH:11][CH:10]=[CH:9][C:6]=1[C:7]#[N:8].[Br:18]N1C(=O)CCC1=O. (2) Given the product [OH:8][CH2:9][CH2:10][CH2:11][CH:12]([C:19]1[CH:20]=[CH:21][C:22]([NH:25][C:26](=[O:45])[CH2:27][C:28]2[CH:44]=[CH:43][C:31]3[N:32]=[C:33]([NH:35][C:36]4[CH:41]=[CH:40][CH:39]=[CH:38][C:37]=4[CH3:42])[O:34][C:30]=3[CH:29]=2)=[CH:23][CH:24]=1)[CH2:13][C:14]([O:16][CH2:17][CH3:18])=[O:15], predict the reactants needed to synthesize it. The reactants are: C([O:8][CH2:9][CH2:10][CH:11]=[C:12]([C:19]1[CH:24]=[CH:23][C:22]([NH:25][C:26](=[O:45])[CH2:27][C:28]2[CH:44]=[CH:43][C:31]3[N:32]=[C:33]([NH:35][C:36]4[CH:41]=[CH:40][CH:39]=[CH:38][C:37]=4[CH3:42])[O:34][C:30]=3[CH:29]=2)=[CH:21][CH:20]=1)[CH2:13][C:14]([O:16][CH2:17][CH3:18])=[O:15])C1C=CC=CC=1.[H][H]. (3) Given the product [F:15][C:12]([F:13])([F:14])[C:9]1[CH:10]=[CH:11][C:2]([NH:1][S:25]([C:24]([F:37])([F:36])[F:23])(=[O:27])=[O:26])=[C:3]([CH:8]=1)[C:4]([O:6][CH3:7])=[O:5], predict the reactants needed to synthesize it. The reactants are: [NH2:1][C:2]1[CH:11]=[CH:10][C:9]([C:12]([F:15])([F:14])[F:13])=[CH:8][C:3]=1[C:4]([O:6][CH3:7])=[O:5].C(N(CC)CC)C.[F:23][C:24]([F:37])([F:36])[S:25](O[S:25]([C:24]([F:37])([F:36])[F:23])(=[O:27])=[O:26])(=[O:27])=[O:26].O. (4) Given the product [CH3:16][O:17][C:18]([C:20]1[O:24][N:23]=[C:22]([O:14][CH2:13][C:12]2[C:8]([C:5]3[CH:4]=[CH:3][C:2]([F:1])=[CH:7][N:6]=3)=[N:9][O:10][C:11]=2[CH3:15])[CH:21]=1)=[O:19], predict the reactants needed to synthesize it. The reactants are: [F:1][C:2]1[CH:3]=[CH:4][C:5]([C:8]2[C:12]([CH2:13][OH:14])=[C:11]([CH3:15])[O:10][N:9]=2)=[N:6][CH:7]=1.[CH3:16][O:17][C:18]([C:20]1[O:24][NH:23][C:22](=O)[CH:21]=1)=[O:19].C1(P(C2C=CC=CC=2)C2C=CC=CC=2)C=CC=CC=1.N(C(OCC)=O)=NC(OCC)=O.